This data is from Full USPTO retrosynthesis dataset with 1.9M reactions from patents (1976-2016). The task is: Predict the reactants needed to synthesize the given product. (1) Given the product [CH2:10]([O:9][C:6]1[C:7]([F:8])=[C:2]([O:26][C:20]2[CH:25]=[CH:24][CH:23]=[CH:22][CH:21]=2)[N:3]=[CH:4][N:5]=1)[C:11]#[C:12][CH3:13], predict the reactants needed to synthesize it. The reactants are: Cl[C:2]1[C:7]([F:8])=[C:6]([O:9][CH2:10][C:11]#[C:12][CH3:13])[N:5]=[CH:4][N:3]=1.C(=O)([O-])[O-].[K+].[K+].[C:20]1([OH:26])[CH:25]=[CH:24][CH:23]=[CH:22][CH:21]=1.[Cl-].[NH4+]. (2) Given the product [NH2:1][C:4]1[CH:9]=[CH:8][C:7]([N:10]2[C:18](=[O:19])[C:17]3[C:12](=[CH:13][CH:14]=[CH:15][CH:16]=3)[C:11]2=[O:20])=[CH:6][C:5]=1[S:21]([F:26])([F:25])([F:22])([F:23])[F:24], predict the reactants needed to synthesize it. The reactants are: [N+:1]([C:4]1[CH:9]=[CH:8][C:7]([N:10]2[C:18](=[O:19])[C:17]3[C:12](=[CH:13][CH:14]=[CH:15][CH:16]=3)[C:11]2=[O:20])=[CH:6][C:5]=1[S:21]([F:26])([F:25])([F:24])([F:23])[F:22])([O-])=O.[H][H]. (3) Given the product [OH:37][CH2:36][C@H:32]1[CH2:31][N:30]([C:27]2[CH:28]=[CH:29][C:24]([NH:23][C:2]3[N:7]=[CH:6][N:5]=[C:4]([C:8]4[CH:9]=[CH:10][C:11]([O:16][CH:17]5[CH2:22][CH2:21][O:20][CH2:19][CH2:18]5)=[C:12]([CH:15]=4)[C:13]#[N:14])[N:3]=3)=[CH:25][CH:26]=2)[CH2:35][CH2:34][O:33]1, predict the reactants needed to synthesize it. The reactants are: Cl[C:2]1[N:7]=[CH:6][N:5]=[C:4]([C:8]2[CH:9]=[CH:10][C:11]([O:16][CH:17]3[CH2:22][CH2:21][O:20][CH2:19][CH2:18]3)=[C:12]([CH:15]=2)[C:13]#[N:14])[N:3]=1.[NH2:23][C:24]1[CH:29]=[CH:28][C:27]([N:30]2[CH2:35][CH2:34][O:33][C@@H:32]([CH2:36][OH:37])[CH2:31]2)=[CH:26][CH:25]=1.C(N(C(C)C)C(C)C)C. (4) Given the product [OH:44][C:39]1[C@@H:38]([C@@H:37]([OH:46])[CH2:36][OH:47])[O:45][C:42](=[O:43])[C:40]=1[OH:41], predict the reactants needed to synthesize it. The reactants are: P([O-])([O-])([O-])=O.[K+].[K+].[K+].C1C2C(=O)C(=O)C3N=C(C(O)=O)C=C(C(O)=O)C=3C=2NC=1C(O)=O.[Cl-].[Cl-].[Ca+2].[CH2:36]([OH:47])[C@H:37]([OH:46])[C@@H:38]([OH:45])[C@H:39]([OH:44])[C:40]([CH:42]=[O:43])=[O:41]. (5) Given the product [C:29]([C:13]1[C:14]2[C:19](=[CH:18][CH:17]=[C:16]([O:22][C:23]3[CH:28]=[CH:27][CH:26]=[CH:25][CH:24]=3)[CH:15]=2)[C:20]([OH:21])=[C:11]([C:9]([NH:8][CH2:7][CH2:6][C@@H:2]([NH:1][C:41]([NH:40][CH2:38][CH3:39])=[O:42])[C:3]([OH:5])=[O:4])=[O:10])[N:12]=1)#[N:30], predict the reactants needed to synthesize it. The reactants are: [NH2:1][C@H:2]([CH2:6][CH2:7][NH:8][C:9]([C:11]1[N:12]=[C:13]([C:29]#[N:30])[C:14]2[C:19]([C:20]=1[OH:21])=[CH:18][CH:17]=[C:16]([O:22][C:23]1[CH:28]=[CH:27][CH:26]=[CH:25][CH:24]=1)[CH:15]=2)=[O:10])[C:3]([OH:5])=[O:4].C(N(CC)CC)C.[CH2:38]([N:40]=[C:41]=[O:42])[CH3:39].Cl. (6) The reactants are: [Br:1][C:2]1[C:6]2[CH2:7][N:8]([C:11]([O:13][C:14]([CH3:17])([CH3:16])[CH3:15])=[O:12])[CH2:9][CH2:10][C:5]=2[NH:4][N:3]=1.C([O-])([O-])=O.[Cs+].[Cs+].CS(O[C@@H:29]1[CH2:33][CH2:32][O:31][CH2:30]1)(=O)=O. Given the product [Br:1][C:2]1[C:6]2[CH2:7][N:8]([C:11]([O:13][C:14]([CH3:17])([CH3:16])[CH3:15])=[O:12])[CH2:9][CH2:10][C:5]=2[N:4]([C@H:29]2[CH2:33][CH2:32][O:31][CH2:30]2)[N:3]=1, predict the reactants needed to synthesize it. (7) Given the product [Cl:18][C:15]1[CH:16]=[CH:17][C:12]([S:9]([N:8]([C:7]2[C:2]([C:28](=[O:29])[C:27]3[C:34]([CH3:38])=[CH:35][CH:36]=[CH:37][C:26]=3[O:25][CH3:24])=[N:3][CH:4]=[C:5]([Cl:23])[CH:6]=2)[CH2:20][O:21][CH3:22])(=[O:11])=[O:10])=[CH:13][C:14]=1[CH3:19], predict the reactants needed to synthesize it. The reactants are: Br[C:2]1[C:7]([N:8]([CH2:20][O:21][CH3:22])[S:9]([C:12]2[CH:17]=[CH:16][C:15]([Cl:18])=[C:14]([CH3:19])[CH:13]=2)(=[O:11])=[O:10])=[CH:6][C:5]([Cl:23])=[CH:4][N:3]=1.[CH3:24][O:25][C:26]1[CH:37]=[CH:36][CH:35]=[C:34]([CH3:38])[C:27]=1[C:28](N(OC)C)=[O:29].